From a dataset of Catalyst prediction with 721,799 reactions and 888 catalyst types from USPTO. Predict which catalyst facilitates the given reaction. Reactant: Cl[C:2]1[CH:3]=[CH:4][C:5]2[C:15]3[C:10](=[CH:11][N:12]=[CH:13][CH:14]=3)[CH:9]([CH:16]=[CH2:17])[O:8][C:6]=2[CH:7]=1.[OH:18][CH2:19][C@@H:20]([N:25]1[C:33](=[O:34])[C:32]2[C:27](=[CH:28][CH:29]=[CH:30][CH:31]=2)[C:26]1=[O:35])[CH2:21][CH:22]([CH3:24])[CH3:23].C(P(C(C)(C)C)C1(C(C)C)CC(C(C)C)=CC(C(C)C)=C1C1C=CC=CC=1)(C)(C)C.C(=O)([O-])[O-].[Cs+].[Cs+]. Product: [CH3:23][CH:22]([CH3:24])[CH2:21][C@H:20]([N:25]1[C:26](=[O:35])[C:27]2[C:32](=[CH:31][CH:30]=[CH:29][CH:28]=2)[C:33]1=[O:34])[CH2:19][O:18][C:2]1[CH:3]=[CH:4][C:5]2[C:15]3[C:10](=[CH:11][N:12]=[CH:13][CH:14]=3)[CH:9]([CH:16]=[CH2:17])[O:8][C:6]=2[CH:7]=1. The catalyst class is: 164.